From a dataset of Full USPTO retrosynthesis dataset with 1.9M reactions from patents (1976-2016). Predict the reactants needed to synthesize the given product. (1) The reactants are: C[C@@]1(CN2N=NC=C2)S(=O)(=O)[C@@H]2CC(=O)N2[C@H]1C(O)=O.[CH3:21][C:22]([O:27]/[N:28]=[C:29](\[C:36]([NH:38][C@@H:39]1[C:42](=[O:43])[N:41]2[C:44]([C:63]([OH:65])=[O:64])=[C:45]([CH2:48][N+:49]3[N:53]([CH3:54])[C:52]([NH2:55])=[C:51]([NH:56][C:57]([NH:59][CH2:60][CH2:61][NH2:62])=[O:58])[CH:50]=3)[CH2:46][S:47][C@H:40]12)=[O:37])/[C:30]1[N:31]=[C:32]([NH2:35])[S:33][N:34]=1)([C:24]([O-:26])=[O:25])[CH3:23].OS(O)(=O)=O. Given the product [CH3:23][C:22]([O:27]/[N:28]=[C:29](\[C:36]([NH:38][C@@H:39]1[C:42](=[O:43])[N:41]2[C:44]([C:63]([OH:65])=[O:64])=[C:45]([CH2:48][N+:49]3[N:53]([CH3:54])[C:52]([NH2:55])=[C:51]([NH:56][C:57]([NH:59][CH2:60][CH2:61][NH2:62])=[O:58])[CH:50]=3)[CH2:46][S:47][C@H:40]12)=[O:37])/[C:30]1[N:31]=[C:32]([NH2:35])[S:33][N:34]=1)([C:24]([O-:26])=[O:25])[CH3:21], predict the reactants needed to synthesize it. (2) Given the product [Br:1][C:2]1[N:10]([CH2:23][C:22]2[CH:21]=[C:20]([CH:27]=[CH:26][CH:25]=2)[C:18]#[N:19])[C:9]2[C:4](=[N:5][C:6]([Cl:11])=[CH:7][CH:8]=2)[CH:3]=1, predict the reactants needed to synthesize it. The reactants are: [Br:1][C:2]1[NH:10][C:9]2[C:4](=[N:5][C:6]([Cl:11])=[CH:7][CH:8]=2)[CH:3]=1.C([O-])([O-])=O.[K+].[K+].[C:18]([C:20]1[CH:21]=[C:22]([CH:25]=[CH:26][CH:27]=1)[CH2:23]Br)#[N:19]. (3) Given the product [Cl:1][C:2]1[CH:3]=[C:4]2[C:8](=[C:9]([CH:11]([O:16][CH2:17][C:18]3([C:31]4[CH:32]=[CH:33][C:34]([F:37])=[CH:35][CH:36]=4)[CH2:23][CH2:22][N:21]([C:24]([O:26][C:27]([CH3:30])([CH3:29])[CH3:28])=[O:25])[CH2:20][CH2:19]3)[C:12]([O:14][CH3:15])=[O:13])[CH:10]=1)[NH:7][N:6]=[CH:5]2, predict the reactants needed to synthesize it. The reactants are: [Cl:1][C:2]1[CH:10]=[C:9]([CH:11]([O:16][CH2:17][C:18]2([C:31]3[CH:36]=[CH:35][C:34]([F:37])=[CH:33][CH:32]=3)[CH2:23][CH2:22][N:21]([C:24]([O:26][C:27]([CH3:30])([CH3:29])[CH3:28])=[O:25])[CH2:20][CH2:19]2)[C:12]([O:14][CH3:15])=[O:13])[C:8]2[C:4](=[CH:5][N:6](COCC[Si](C)(C)C)[N:7]=2)[CH:3]=1. (4) Given the product [O:2]1[CH:6]=[CH:5][CH:4]=[C:3]1[C:7]1[NH:8][C:9]2[C:18]([O:19][CH3:20])=[CH:17][CH:16]=[C:11]([C:12]([OH:14])=[O:13])[C:10]=2[N:21]=1, predict the reactants needed to synthesize it. The reactants are: Cl.[O:2]1[CH:6]=[CH:5][CH:4]=[C:3]1[C:7](=[NH:21])[NH:8][C:9]1[CH:10]=[C:11]([CH:16]=[CH:17][C:18]=1[O:19][CH3:20])[C:12]([O:14]C)=[O:13].[O-]Cl.[Na+].C([O-])(O)=O.[Na+].[OH-].[Na+]. (5) Given the product [O:32]=[C:26]1[CH:25]([N:18]2[C:17](=[O:33])[C:16]3[C:20](=[CH:21][CH:22]=[CH:23][C:15]=3[CH2:14][NH:13][C:39]([C:35]3[O:34][CH:38]=[CH:37][CH:36]=3)=[O:40])[C:19]2=[O:24])[CH2:30][CH2:29][C:28](=[O:31])[NH:27]1, predict the reactants needed to synthesize it. The reactants are: N12CCCN=C1CCCCC2.Cl.[NH2:13][CH2:14][C:15]1[CH:23]=[CH:22][CH:21]=[C:20]2[C:16]=1[C:17](=[O:33])[N:18]([CH:25]1[CH2:30][CH2:29][C:28](=[O:31])[NH:27][C:26]1=[O:32])[C:19]2=[O:24].[O:34]1[CH:38]=[CH:37][CH:36]=[C:35]1[C:39](Cl)=[O:40]. (6) Given the product [Cl:1][C:2]1[C:7]([CH2:10][NH:13][CH2:29][CH:27]([OH:28])[CH2:26][O:25][CH2:24][C:18]2[CH:23]=[CH:22][CH:21]=[CH:20][CH:19]=2)=[CH:6][CH:5]=[CH:4][N:3]=1, predict the reactants needed to synthesize it. The reactants are: [Cl:1][C:2]1[C:7](NC)=[CH:6][CH:5]=[CH:4][N:3]=1.[CH:10]([NH:13]C(C)C)(C)C.[Li].[C:18]1([CH2:24][O:25][CH2:26][CH:27]2[CH2:29][O:28]2)[CH:23]=[CH:22][CH:21]=[CH:20][CH:19]=1.[NH4+].[Cl-].